From a dataset of NCI-60 drug combinations with 297,098 pairs across 59 cell lines. Regression. Given two drug SMILES strings and cell line genomic features, predict the synergy score measuring deviation from expected non-interaction effect. (1) Drug 1: C1CCN(CC1)CCOC2=CC=C(C=C2)C(=O)C3=C(SC4=C3C=CC(=C4)O)C5=CC=C(C=C5)O. Drug 2: CN(C)N=NC1=C(NC=N1)C(=O)N. Cell line: SR. Synergy scores: CSS=-0.217, Synergy_ZIP=0.0814, Synergy_Bliss=-4.04, Synergy_Loewe=-6.27, Synergy_HSA=-6.78. (2) Drug 1: CC(C1=C(C=CC(=C1Cl)F)Cl)OC2=C(N=CC(=C2)C3=CN(N=C3)C4CCNCC4)N. Drug 2: C1CCC(C(C1)N)N.C(=O)(C(=O)[O-])[O-].[Pt+4]. Cell line: UO-31. Synergy scores: CSS=13.7, Synergy_ZIP=-4.35, Synergy_Bliss=1.37, Synergy_Loewe=3.69, Synergy_HSA=3.86.